From a dataset of Forward reaction prediction with 1.9M reactions from USPTO patents (1976-2016). Predict the product of the given reaction. (1) The product is: [NH:24]1[C:16]2[C:15](=[CH:23][CH:22]=[C:18]([C:19]([O:21][CH3:28])=[O:20])[CH:17]=2)[CH:14]=[CH:13]1. Given the reactants S(S([O-])(=O)=O)([O-])(=O)=O.[Na+].[Na+].CN(C)[CH:13]=[CH:14][C:15]1[CH:23]=[CH:22][C:18]([C:19]([OH:21])=[O:20])=[CH:17][C:16]=1[N+:24]([O-])=O.[CH2:28](O)C.O, predict the reaction product. (2) The product is: [O:12]1[CH2:13][CH2:14][CH2:15][CH2:16][CH:11]1[O:10][CH2:9][CH2:8][C:4]1[CH:3]=[C:2]([CH:7]=[CH:6][CH:5]=1)[CH:30]=[O:31]. Given the reactants Br[C:2]1[CH:3]=[C:4]([CH2:8][CH2:9][O:10][CH:11]2[CH2:16][CH2:15][CH2:14][CH2:13][O:12]2)[CH:5]=[CH:6][CH:7]=1.C([Li])CCC.CCCCCC.CN(C)[CH:30]=[O:31], predict the reaction product. (3) Given the reactants [N:1]1[CH:6]=[CH:5][CH:4]=[CH:3][C:2]=1[C:7]1[N:12]=[C:11]2[CH:13]=[CH:14][S:15][C:10]2=[C:9]([O:16][C@H:17]2[CH2:21][NH:20][C@H:19]([C:22]([NH:24][C@:25]3([C:30]([O:32][CH3:33])=[O:31])[CH2:27][C@H:26]3[CH:28]=[CH2:29])=[O:23])[CH2:18]2)[CH:8]=1.[C:34]([O:38][C:39]([NH:41][C@@H:42]([CH2:46][CH2:47][CH2:48][CH2:49][CH2:50][CH:51]=[CH2:52])[C:43](O)=[O:44])=[O:40])([CH3:37])([CH3:36])[CH3:35].C(N(CC)CC)C.CN(C(ON1N=NC2C=CC=NC1=2)=[N+](C)C)C.F[P-](F)(F)(F)(F)F.C(=O)(O)[O-].[Na+], predict the reaction product. The product is: [C:34]([O:38][C:39]([NH:41][CH:42]([CH2:46][CH2:47][CH2:48][CH2:49][CH2:50][CH:51]=[CH2:52])[C:43]([N:20]1[CH2:21][C@H:17]([O:16][C:9]2[CH:8]=[C:7]([C:2]3[CH:3]=[CH:4][CH:5]=[CH:6][N:1]=3)[N:12]=[C:11]3[CH:13]=[CH:14][S:15][C:10]=23)[CH2:18][C@H:19]1[C:22]([NH:24][C@:25]1([C:30]([O:32][CH3:33])=[O:31])[CH2:27][C@H:26]1[CH:28]=[CH2:29])=[O:23])=[O:44])=[O:40])([CH3:37])([CH3:36])[CH3:35]. (4) Given the reactants [Cl:1][C:2]1[C:3]([CH3:20])=[C:4]([CH:17]=[CH:18][CH:19]=1)[CH2:5][N:6]1C(=O)C2=CC=CC=C2C1=O.O.NN.O, predict the reaction product. The product is: [Cl:1][C:2]1[C:3]([CH3:20])=[C:4]([CH:17]=[CH:18][CH:19]=1)[CH2:5][NH2:6]. (5) The product is: [CH:18]1([CH2:21][N:22]2[CH2:26][CH2:25][N:24]([C:27]3[S:28][C:29]([C:33]([NH:17][CH2:16][C:13]4[S:12][C:11]([CH3:10])=[N:15][CH:14]=4)=[O:34])=[C:30]([CH3:32])[N:31]=3)[C:23]2=[O:36])[CH2:19][CH2:20]1. Given the reactants FC1C=C(CN)C=NC=1.[CH3:10][C:11]1[S:12][C:13]([CH2:16][NH2:17])=[CH:14][N:15]=1.[CH:18]1([CH2:21][N:22]2[CH2:26][CH2:25][N:24]([C:27]3[S:28][C:29]([C:33](O)=[O:34])=[C:30]([CH3:32])[N:31]=3)[C:23]2=[O:36])[CH2:20][CH2:19]1, predict the reaction product. (6) The product is: [CH3:1][S:2]([N:5]1[CH2:10][CH2:9][CH:8]([NH:11][C:12]([C:14]2[C:18]([NH2:19])=[CH:17][NH:16][N:15]=2)=[O:13])[CH2:7][CH2:6]1)(=[O:4])=[O:3]. Given the reactants [CH3:1][S:2]([N:5]1[CH2:10][CH2:9][CH:8]([NH:11][C:12]([C:14]2[C:18]([N+:19]([O-])=O)=[CH:17][NH:16][N:15]=2)=[O:13])[CH2:7][CH2:6]1)(=[O:4])=[O:3], predict the reaction product. (7) Given the reactants [CH3:1][C:2]1[N:3]=[C:4]([C:11]2[CH:16]=[CH:15][C:14]([C:17]([F:20])([F:19])[F:18])=[CH:13][CH:12]=2)[S:5][C:6]=1[CH:7]([OH:10])[CH2:8][CH3:9].CC(C)([O-])C.[K+].[F:27][C:28]1[CH:35]=[C:34](F)[C:33]([F:37])=[CH:32][C:29]=1[C:30]#[N:31].O, predict the reaction product. The product is: [F:27][C:28]1[CH:35]=[C:34]([O:10][CH:7]([C:6]2[S:5][C:4]([C:11]3[CH:16]=[CH:15][C:14]([C:17]([F:20])([F:18])[F:19])=[CH:13][CH:12]=3)=[N:3][C:2]=2[CH3:1])[CH2:8][CH3:9])[C:33]([F:37])=[CH:32][C:29]=1[C:30]#[N:31]. (8) Given the reactants [F:1][C:2]1[CH:9]=[C:8]([CH:10]=[O:11])[CH:7]=[C:6]([F:12])[C:3]=1[C:4]#[N:5].[BH4-].[Na+], predict the reaction product. The product is: [F:1][C:2]1[CH:9]=[C:8]([CH2:10][OH:11])[CH:7]=[C:6]([F:12])[C:3]=1[C:4]#[N:5]. (9) Given the reactants [Br:1][C:2]1[CH:7]=[CH:6][C:5]([F:8])=[CH:4][C:3]=1[C@H:9]([NH:13][C:14](=O)[CH3:15])[CH2:10]C=C.II.[C:19]([O-:22])(O)=[O:20].[Na+].[O-]S([O-])(=S)=O.[Na+].[Na+].[CH2:31]1COCC1, predict the reaction product. The product is: [C:19]([O:22][CH:15]1[CH2:10][C@H:9]([C:3]2[CH:4]=[C:5]([F:8])[CH:6]=[CH:7][C:2]=2[Br:1])[NH:13][CH2:14]1)(=[O:20])[CH3:31].